This data is from B-cell epitopes from IEDB database with 3,159 antigens for binding position prediction. The task is: Token-level Classification. Given an antigen amino acid sequence, predict which amino acid positions are active epitope sites capable of antibody binding. Output is a list of indices for active positions. (1) Given the antigen sequence: QVQLKESGPGLVAPSQSLSITCTVSGFSLTGYGVNWVRQPPGKGLEWLGMIWGDGNTDYNSALKSRLSISKDNSKSQVFLKMNSLHTDDTARYYCARERDYRLDYWGQGTTLTVSSASTTPPSVFPLAPGSAAQTNSMVTLGCLVKGYFPEPVTVTWNSGSLSSGVHTFPAVLQSDLYTLSSSVTVPSSPRPSETVTCNVAHPASSTKVDKKIVPRDC, which amino acid positions are active epitope sites? The epitope positions are: [104, 105, 106, 107, 108, 109, 110, 111, 112, 113, 114, 115, 116, 117, 118]. The amino acids at these positions are: YWGQGTTLTVSSAST. (2) Given the antigen sequence: STGETFPRSAGSGGDNMRGSGTGAALLVLLASVLWVTVRSQQRGLFPAILNLATNAHISANATCGEKGPEMFCKLVEHVPGRPVRHAQCRVCDGNSTNPRERHPISHAIDGTNNWWQSPSIQNGREYHWVTVTLDLRQVFQVAYIIIKAANAPRPGNWILERSVDGVKFKPWQYYAVSDTECLTRYKITPRRGPPTYRADNEVICTSYYSKLVPLEHGEIHTSLINGRPSADDPSPQLLEFTSARYIRLRLQRIRTLNADLMTLSHRDLRDLDPIVTRRYYYSIKDISVGGMCICYGHASSCPWDEEAKQLQCQCEHNTCGESCDRCCPGYHQQPWRPGTISSGNECEECNCHNKAKDCYYDSSVAKERRSLNTAGQYSGGGVCVNCSQNTTGINCETCIDQYYRPHKVSPYDDHPCRPCNCDPVGSLSSVCIKDDRHADLANGKWPGQCPCRKGYAGDKCDRCQFGYRGFPNCIPCDCRTVGSLNEDPCIEPCLCKKNV..., which amino acid positions are active epitope sites? The epitope positions are: [2908, 2909, 2910, 2911, 2912, 2913, 2914, 2915, 2916, 2917, 2918, 2919, 2920, 2921, 2922, 2923, 2924, 2925, 2926, 2927... (21 total positions)]. The amino acids at these positions are: KEGYKVRLDLNITLEFRTTSK. (3) Given the antigen sequence: MATTYEEFAAKLDRLDEEFNKKMQEQNAKFFADKPDESTLSPEMKEHYEKFERMIKEHTEKFNKKMHEHSEHFKHKFAELLEQQKAAQYPGK, which amino acid positions are active epitope sites? The epitope positions are: [15, 16, 17, 18, 19, 20, 21, 22, 23, 24, 25, 26, 27, 28, 29, 30, 31, 32, 33, 34]. The amino acids at these positions are: DEEFNKKMQEQNAKFFADKP. (4) Given the antigen sequence: MKAILLVLLYTFTAANADTLCIGYHANNSTDTVDTVLEKNVTVTHSVNLLEDRHNGKLCKLRGVAPLHLGKCNIAGWLLGNPECELLFTASSWSYIVETSNSDNGTCYPGDFINYEELREQLSSVSSFERFEIFPKASSWPNHETNRGVTAACPYAGANSFYRNLIWLVKKGNSYPKLSKSYVNNKEKEVLVLWGIHHPPTSTDQQSLYQNADAYVFVGSSKYNKKFKPEIATRPKVRGQAGRMNYYWTLVEPGDTITFEATGNLVVPRYAFAMKRGSGSGIIISDTPVHDCNTTCQTPKGAINTSLPFQNIHPVTIGECPKYVKSTKLRMATGLRNIPSIQSRGLFGAIAGFIEGGWTGMIDGWYGYHHQNEQGSGYAADRKSTQNAIDGITNKVNSVIEKMNTQFTAVGKEFNHLEKRIENLNKKVDDGFLDVWTYNAELLVLLENERTLDYHDSNVKNLYEKVRSQLKNNAKEIGNGCFEFYHKCDDTCMESVKNGT..., which amino acid positions are active epitope sites? The epitope positions are: [344, 345, 346, 347, 348, 349, 350, 351, 352, 353, 354]. The amino acids at these positions are: GLFGAIAGFIE. (5) Given the antigen sequence: MKKLLKSVLVFAALSSASSLQALPVGNPAEPSLMIDGILWEGFGGDPCDPCTTWCDAISMRMGYYGDFVFDRVLKTDVNKEFQMGAAPTTSDVAGLEKDPVANVARPNPAYGKHMQDAEMFTNAAYMALNIWDRFDVFCTLGATTGYLKGNSASFNLVGLFGTKTQSSGFDTANIVPNTALNQAVVELYTDTTFAWSVGARAALWECGCATLGASFQYAQSKPKVEELNVLCNASEFTINKPKGYVGAEFPLDITAGTEAATGTKDASIDYHEWQASLALSYRLNMFTPYIGVKWSRVSFDADTIRIAQPKLAKPVLDTTTLNPTIAGKGTVVSSAENELADTMQIVSLQLNKMKSRKSCGIAVGTTVVDADKYAVTIETRLIDERAAHVNAQFRF, which amino acid positions are active epitope sites? The epitope positions are: [90, 91, 92, 93, 94, 95, 96, 97, 98, 99, 100, 101, 102]. The amino acids at these positions are: SDVAGLEKDPVAN. (6) Given the antigen sequence: FNCLGMSNRDFLEGVSGATWVDLVLEGDSCVTIMSKDKPTIDVKMMNMEAANLAEVRSYCYLATVSDLSTKAACPTMGEAHNDKRADPAFVCRQGVVDRGWGNGCGLFGKGSIDTCAKFACSTKAIGRTILKENIKYEVAIFVHGPTTVESHGNYSTQVGATQAGRFSITPAAPSYTLKLGEYGEVTVDCEPRSGIDTNAYYVMTVGTKTFLVHREWFMDLNLPWSSAGSTVWRNRETLLEFEEPHATKQSVIALGSQEGALHQALAGAIPVEFSSNTVKLTSGHLKCRVKMEKLQLKGTTYGVCSKAFKFLGTPADTGHGTVVLELQYTGTDGPCKVPISSVASLNDLTPVGRLVTVNPFVSVATANAKVLIELEPPFGDSYIVVGRGEQQINHHWHKSGSSIGKAFTTTLKGAQRLAALGDTAD, which amino acid positions are active epitope sites? The epitope positions are: [280, 281, 282, 283, 284, 285, 286, 287, 288, 289, 290, 291, 292, 293, 294, 295, 296, 297, 298, 299]. The amino acids at these positions are: LTSGHLKCRVKMEKLQLKGT. (7) Given the antigen sequence: MEKIVLLLAIVSLVKSDQICIGYHANNSTEQVDTIMEKNVTVTHAQDILEKTHNGKLCDLDGVKPLILRDCSVAGWLLGNPMCDEFINVPEWSYIVEKANPTNDLCYPGSFNDYEELKHLLSRINHFEKIQIIPKSSWSDHEASSGVSSACPYLGSPSFFRNVVWLIKKNSTYPTIKKSYNNTNQEDLLVLWGIHHPNDAAEQTRLYQNPTTYISIGTSTLNQRLVPKIATRSKVNGQSGRMEFFWTILKPNDAINFESNGNFIAPEYAYKIVKKGDSAIMKSELEYGNCNTKCQTPMGAINSSMPFHNIHPLTIGECPKYVKSNRLVLATGLRNSPQRESRRKKRGLFGAIAGFIEGGWQGMVDGWYGYHHSNEQGSGYAADKESTQKAIDGVTNKVNSIIDKMNTQFEAVGREFNNLERRIENLNKKMEDGFLDVWTYNAELLVLMENERTLDFHDSNVKNLYDKVRLQLRDNAKELGNGCFEFYHKCDNECMESIRN..., which amino acid positions are active epitope sites? The epitope positions are: [289, 290, 291, 292, 293, 294, 295, 296, 297, 298, 299, 300, 301, 302, 303]. The amino acids at these positions are: CNTKCQTPMGAINSS. (8) Given the antigen sequence: RQDEHGFISREFHRKYRIPADVDPLTITSSLSSDGVLTVNGPRKQVSGPERTIPITREEKPAVTAAPKK, which amino acid positions are active epitope sites? The epitope positions are: [54, 55, 56, 57, 58, 59, 60, 61, 62, 63, 64, 65, 66, 67, 68]. The amino acids at these positions are: ITREEKPAVTAAPKK. (9) The epitope positions are: [202, 203, 204, 205, 206, 207, 208, 209, 210, 211, 212]. The amino acids at these positions are: MGIPPGRGTPM. Given the antigen sequence: MTVGKSSKMLQHIDYRMRCILQDGRIFIGTFKAFDKHMNLILCDCDEFRKIKPKNSKQAEREEKRVLGLVLLRGENLVSMTVEGPPPKDTGIARVPLAGAAGGPGIGRAAGRGIPAGVPMPQAPAGLAGPVRGVGGPSQQVMTPQGRGTVAAAAAAATASIAGAPTQYPPGRGGPPPPMGRGAPPPGMMGPPPGMRPPMGPPMGIPPGRGTPMGMPPPGMRPPPPGMRGKCLQW, which amino acid positions are active epitope sites?